From a dataset of Full USPTO retrosynthesis dataset with 1.9M reactions from patents (1976-2016). Predict the reactants needed to synthesize the given product. (1) Given the product [F:1][C:2]1[C:21]([CH3:22])=[CH:20][C:5]([C:6]2[C:16]3[C:11](=[CH:12][CH:13]=[C:14]([CH:17]([CH3:19])[CH3:18])[CH:15]=3)[CH2:10][CH2:9][N:8]=2)=[CH:4][C:3]=1[CH3:23], predict the reactants needed to synthesize it. The reactants are: [F:1][C:2]1[C:21]([CH3:22])=[CH:20][C:5]([C:6]([NH:8][CH2:9][CH2:10][C:11]2[CH:16]=[CH:15][C:14]([CH:17]([CH3:19])[CH3:18])=[CH:13][CH:12]=2)=O)=[CH:4][C:3]=1[CH3:23].O=P12OP3(OP(OP(O3)(O1)=O)(=O)O2)=O. (2) Given the product [C:7]([O:11][C:12](=[O:33])[NH:13][C@@H:14]1[C@@H:19]([OH:20])[C@H:18]([CH2:21][C:22]2[CH:23]=[C:24]([F:32])[C:25]([N+:29]([O-:31])=[O:30])=[C:26]([F:28])[CH:27]=2)[CH2:17][S:16][CH2:15]1)([CH3:10])([CH3:8])[CH3:9], predict the reactants needed to synthesize it. The reactants are: [H-].[H-].[H-].[H-].[Li+].[Al+3].[C:7]([O:11][C:12](=[O:33])[NH:13][C@@H:14]1[C:19](=[O:20])[C@H:18]([CH2:21][C:22]2[CH:27]=[C:26]([F:28])[C:25]([N+:29]([O-:31])=[O:30])=[C:24]([F:32])[CH:23]=2)[CH2:17][S:16][CH2:15]1)([CH3:10])([CH3:9])[CH3:8]. (3) Given the product [Cl:1][C:2]1[CH:7]=[CH:6][C:5]([C:8]2[NH:12][C:11]3[CH:13]=[CH:14][CH:15]=[C:16]([C:17]([O:19][CH3:26])=[O:18])[C:10]=3[N:9]=2)=[C:4]([C:20]([F:22])([F:23])[F:21])[CH:3]=1, predict the reactants needed to synthesize it. The reactants are: [Cl:1][C:2]1[CH:7]=[CH:6][C:5]([C:8]2[NH:12][C:11]3[CH:13]=[CH:14][CH:15]=[C:16]([C:17]([OH:19])=[O:18])[C:10]=3[N:9]=2)=[C:4]([C:20]([F:23])([F:22])[F:21])[CH:3]=1.CO.[C:26](Cl)(=O)C(Cl)=O. (4) Given the product [C:13]1([C:11]2[N:12]=[C:8]([C:5]3[CH:6]=[CH:7][C:2]([C:20]#[N:22])=[CH:3][CH:4]=3)[S:9][CH:10]=2)[CH:18]=[CH:17][CH:16]=[CH:15][CH:14]=1, predict the reactants needed to synthesize it. The reactants are: Br[C:2]1[CH:7]=[CH:6][C:5]([C:8]2[S:9][CH:10]=[C:11]([C:13]3[CH:18]=[CH:17][CH:16]=[CH:15][CH:14]=3)[N:12]=2)=[CH:4][CH:3]=1.C[C:20]([N:22](C)C)=O. (5) The reactants are: FC(F)(F)C(O)=O.[Cl:8][C:9]1[CH:10]=[C:11]2[C:19](=[C:20]([NH:22][C:23]([C@@H:25]3[CH2:30][O:29][C:28]([CH3:32])([CH3:31])[CH2:27][N:26]3[CH2:33][C@@H:34]([NH2:36])[CH3:35])=[O:24])[CH:21]=1)[NH:18][C:17]1[CH:16]=[N:15][CH:14]=[CH:13][C:12]2=1.[CH3:37][C:38]1[C:43]([C:44](O)=[O:45])=[CH:42][N:41]=[CH:40][CH:39]=1.C([O-])(=O)C.[NH4+]. Given the product [Cl:8][C:9]1[CH:10]=[C:11]2[C:19](=[C:20]([NH:22][C:23]([C@@H:25]3[CH2:30][O:29][C:28]([CH3:31])([CH3:32])[CH2:27][N:26]3[CH2:33][C@@H:34]([NH:36][C:44]([C:43]3[CH:42]=[N:41][CH:40]=[CH:39][C:38]=3[CH3:37])=[O:45])[CH3:35])=[O:24])[CH:21]=1)[NH:18][C:17]1[CH:16]=[N:15][CH:14]=[CH:13][C:12]2=1, predict the reactants needed to synthesize it. (6) Given the product [F:17][C:18]1[CH:19]=[C:20]([CH:24]=[C:25]([F:27])[CH:26]=1)[C:21]([NH2:1])=[O:22], predict the reactants needed to synthesize it. The reactants are: [NH2:1][C@@H]1C2CCN(CC2)[C@H]1CC1C=NC=CC=1.[F:17][C:18]1[CH:19]=[C:20]([CH:24]=[C:25]([F:27])[CH:26]=1)[C:21](O)=[O:22].C(N(CC)CC)C. (7) Given the product [F:1][C:2]1[CH:7]=[CH:6][CH:5]=[CH:4][C:3]=1[N:8]1[C:12]([C:13]2[CH:14]=[CH:15][N:16]=[CH:17][CH:18]=2)=[C:11]([C:19]2[O:21][N:33]=[C:26]([C:27]3[CH:32]=[CH:31][CH:30]=[CH:29][CH:28]=3)[N:25]=2)[N:10]=[N:9]1, predict the reactants needed to synthesize it. The reactants are: [F:1][C:2]1[CH:7]=[CH:6][CH:5]=[CH:4][C:3]=1[N:8]1[C:12]([C:13]2[CH:18]=[CH:17][N:16]=[CH:15][CH:14]=2)=[C:11]([C:19]([O:21]CC)=O)[N:10]=[N:9]1.O[N:25]=[C:26]([NH2:33])[C:27]1[CH:32]=[CH:31][CH:30]=[CH:29][CH:28]=1. (8) Given the product [Cl:1][C:2]1[CH:3]=[C:4]([CH:21]=[CH:22][CH:23]=1)[CH2:5][NH:6][C:7]1[N:20]=[C:10]2[C:11]([O:18][CH3:19])=[CH:12][C:13]([C:15]([N:31]3[CH:26]([CH2:25][F:24])[CH2:27][O:28][C:29]([CH2:33][CH2:34][OH:35])([CH3:32])[CH2:30]3)=[O:17])=[CH:14][N:9]2[N:8]=1, predict the reactants needed to synthesize it. The reactants are: [Cl:1][C:2]1[CH:3]=[C:4]([CH:21]=[CH:22][CH:23]=1)[CH2:5][NH:6][C:7]1[N:20]=[C:10]2[C:11]([O:18][CH3:19])=[CH:12][C:13]([C:15]([OH:17])=O)=[CH:14][N:9]2[N:8]=1.[F:24][CH2:25][CH:26]1[NH:31][CH2:30][C:29]([CH2:33][CH2:34][OH:35])([CH3:32])[O:28][CH2:27]1.C(N(CC)C(C)C)(C)C.CN(C(ON1N=NC2C=CC=NC1=2)=[N+](C)C)C.F[P-](F)(F)(F)(F)F. (9) The reactants are: [O:1]1[C:5]2([CH2:10][CH2:9][CH:8]([OH:11])[CH2:7][CH2:6]2)[O:4][CH2:3][CH2:2]1.[F:12][C:13]([F:25])([F:24])[C:14]1[CH:19]=[CH:18][C:17]([S:20](Cl)(=[O:22])=[O:21])=[CH:16][CH:15]=1.CCN(CC)CC. Given the product [F:25][C:13]([F:12])([F:24])[C:14]1[CH:15]=[CH:16][C:17]([S:20]([O:11][CH:8]2[CH2:9][CH2:10][C:5]3([O:4][CH2:3][CH2:2][O:1]3)[CH2:6][CH2:7]2)(=[O:22])=[O:21])=[CH:18][CH:19]=1, predict the reactants needed to synthesize it. (10) The reactants are: [NH2:1][C:2]1[N:10]=[CH:9][N:8]=[C:7]2[C:3]=1[N:4]=[CH:5][N:6]2[C@@H:11]1[C@@H:15]([OH:16])[C@H:14]([CH2:17][O:18][CH2:19][C:20]2[CH:25]=[CH:24][CH:23]=[CH:22][CH:21]=2)[C@@H:13]([O:26]CC2C=CC(OC)=CC=2)[C@H:12]1[OH:36].Cl. Given the product [NH2:1][C:2]1[N:10]=[CH:9][N:8]=[C:7]2[C:3]=1[N:4]=[CH:5][N:6]2[C@@H:11]1[C@@H:15]([OH:16])[C@H:14]([CH2:17][O:18][CH2:19][C:20]2[CH:21]=[CH:22][CH:23]=[CH:24][CH:25]=2)[C@@H:13]([OH:26])[C@H:12]1[OH:36], predict the reactants needed to synthesize it.